This data is from Catalyst prediction with 721,799 reactions and 888 catalyst types from USPTO. The task is: Predict which catalyst facilitates the given reaction. (1) Reactant: F[C:2]1[CH:7]=[CH:6][C:5]([N+:8]([O-:10])=[O:9])=[CH:4][C:3]=1[CH3:11].[F:12][C:13]([F:17])([F:16])[CH2:14][OH:15].C(=O)([O-])[O-].[K+].[K+]. Product: [CH3:11][C:3]1[CH:4]=[C:5]([N+:8]([O-:10])=[O:9])[CH:6]=[CH:7][C:2]=1[O:15][CH2:14][C:13]([F:17])([F:16])[F:12]. The catalyst class is: 9. (2) Reactant: C(=O)([O-])[O-].[K+].[K+].[C:7]([C:11]1[CH:16]=[CH:15][C:14]([OH:17])=[CH:13][C:12]=1[Cl:18])([CH3:10])([CH3:9])[CH3:8].Br[CH2:20][C:21]([O:23][C:24]([CH3:27])([CH3:26])[CH3:25])=[O:22]. Product: [C:7]([C:11]1[CH:16]=[CH:15][C:14]([O:17][CH2:20][C:21]([O:23][C:24]([CH3:27])([CH3:26])[CH3:25])=[O:22])=[CH:13][C:12]=1[Cl:18])([CH3:10])([CH3:8])[CH3:9]. The catalyst class is: 21. (3) Reactant: [CH2:1]1[C:9]2[C:4](=[CH:5][CH:6]=[CH:7][C:8]=2[C:10]2[C:19]3[C:14](=[CH:15][CH:16]=[CH:17][CH:18]=3)[CH:13]=[CH:12][CH:11]=2)[CH:3]=[CH:2]1.CS(C)=O.[Br:24]N1C(=O)CCC1=O. Product: [Br:24][C:2]1[CH2:1][C:9]2[C:4]([CH:3]=1)=[CH:5][CH:6]=[CH:7][C:8]=2[C:10]1[C:19]2[C:14](=[CH:15][CH:16]=[CH:17][CH:18]=2)[CH:13]=[CH:12][CH:11]=1. The catalyst class is: 90. (4) Reactant: [OH:1][C:2]1[CH:7]=[CH:6][C:5]([SH:8])=[CH:4][CH:3]=1.C(=O)([O-])[O-].[K+].[K+].Br[CH2:16][CH2:17][CH2:18][CH2:19][CH2:20][CH2:21][CH2:22][C:23]([O:25]CC)=[O:24]. Product: [OH:1][C:2]1[CH:7]=[CH:6][C:5]([S:8][CH2:16][CH2:17][CH2:18][CH2:19][CH2:20][CH2:21][CH2:22][C:23]([OH:25])=[O:24])=[CH:4][CH:3]=1. The catalyst class is: 8. (5) Reactant: Cl[CH2:2][CH2:3][NH:4][C:5](=[O:18])[NH:6][C:7]1[S:11][C:10]([C:12]([O:14][CH2:15][CH3:16])=[O:13])=[C:9]([CH3:17])[CH:8]=1.C(=O)([O-])[O-].[K+].[K+]. Product: [CH3:17][C:9]1[CH:8]=[C:7]([N:6]2[CH2:2][CH2:3][NH:4][C:5]2=[O:18])[S:11][C:10]=1[C:12]([O:14][CH2:15][CH3:16])=[O:13]. The catalyst class is: 10. (6) Reactant: Cl[C:2]1[N:10]=[C:9]2[C:5]([N:6]=[CH:7][N:8]2[CH:11]2[CH2:16][CH2:15][N:14]([C:17]([O:19][C:20]([CH3:23])([CH3:22])[CH3:21])=[O:18])[CH2:13][CH2:12]2)=[C:4]([N:24]2[CH2:29][CH2:28][O:27][CH2:26][CH2:25]2)[N:3]=1.[OH:30][C:31]1[CH:32]=[C:33](B(O)O)[CH:34]=[CH:35][CH:36]=1.C(=O)([O-])[O-].[Na+].[Na+]. Product: [OH:30][C:31]1[CH:36]=[C:35]([C:2]2[N:10]=[C:9]3[C:5]([N:6]=[CH:7][N:8]3[CH:11]3[CH2:16][CH2:15][N:14]([C:17]([O:19][C:20]([CH3:23])([CH3:22])[CH3:21])=[O:18])[CH2:13][CH2:12]3)=[C:4]([N:24]3[CH2:29][CH2:28][O:27][CH2:26][CH2:25]3)[N:3]=2)[CH:34]=[CH:33][CH:32]=1. The catalyst class is: 455. (7) Reactant: [Li]CCCC.[Cl:6][C:7]1[CH:12]=[CH:11][CH:10]=[CH:9][C:8]=1[CH:13]([N:15]1[C:21]2[CH:22]=[CH:23][S:24][C:20]=2[C:19](=[O:25])[NH:18][CH2:17][CH2:16]1)[CH3:14].C(O[B:30]1[O:34][C:33]([CH3:36])([CH3:35])[C:32]([CH3:38])([CH3:37])[O:31]1)(C)C.Cl. Product: [Cl:6][C:7]1[CH:12]=[CH:11][CH:10]=[CH:9][C:8]=1[CH:13]([N:15]1[C:21]2[CH:22]=[C:23]([B:30]3[O:34][C:33]([CH3:36])([CH3:35])[C:32]([CH3:38])([CH3:37])[O:31]3)[S:24][C:20]=2[C:19](=[O:25])[NH:18][CH2:17][CH2:16]1)[CH3:14]. The catalyst class is: 1. (8) Reactant: [CH3:1][C:2]([O:5][C:6]([NH:8][C@H:9]([C:16]([OH:18])=[O:17])[C:10]1[CH:15]=[CH:14][CH:13]=[CH:12][CH:11]=1)=[O:7])([CH3:4])[CH3:3].[CH:19]1(O)[CH2:24][CH2:23][CH2:22][CH2:21][CH2:20]1.C1CCC(N=C=NC2CCCCC2)CC1.CCOC(C)=O. Product: [CH:19]1([O:17][C:16](=[O:18])[CH:9]([NH:8][C:6]([O:5][C:2]([CH3:1])([CH3:3])[CH3:4])=[O:7])[C:10]2[CH:15]=[CH:14][CH:13]=[CH:12][CH:11]=2)[CH2:24][CH2:23][CH2:22][CH2:21][CH2:20]1. The catalyst class is: 79.